This data is from Full USPTO retrosynthesis dataset with 1.9M reactions from patents (1976-2016). The task is: Predict the reactants needed to synthesize the given product. (1) Given the product [C:1]([C:3]1[CH:4]=[CH:5][C:6]([N:9]2[CH2:15][CH2:14][C:13]3[O:16][N:17]=[C:18]([CH3:19])[C:12]=3[C:11]3[CH:20]=[C:21]([C:24]([NH2:31])=[O:25])[CH:22]=[CH:23][C:10]2=3)=[CH:7][CH:8]=1)#[N:2], predict the reactants needed to synthesize it. The reactants are: [C:1]([C:3]1[CH:8]=[CH:7][C:6]([N:9]2[CH2:15][CH2:14][C:13]3[O:16][N:17]=[C:18]([CH3:19])[C:12]=3[C:11]3[CH:20]=[C:21]([C:24](O)=[O:25])[CH:22]=[CH:23][C:10]2=3)=[CH:5][CH:4]=1)#[N:2].[Cl-].[NH4+].CC[N:31](C(C)C)C(C)C.CCOC(C(C#N)=NOC(N1CCOCC1)=[N+](C)C)=O.F[P-](F)(F)(F)(F)F. (2) Given the product [C:26]([NH:1][CH2:2][CH2:3][C:4]1[CH:5]=[CH:6][C:7]([C:10]2[CH:15]=[CH:14][C:13]([CH:16]([CH3:25])[CH2:17][NH:18][S:19]([CH:22]([CH3:24])[CH3:23])(=[O:21])=[O:20])=[CH:12][CH:11]=2)=[CH:8][CH:9]=1)(=[O:33])[C:27]1[CH:32]=[CH:31][CH:30]=[CH:29][CH:28]=1, predict the reactants needed to synthesize it. The reactants are: [NH2:1][CH2:2][CH2:3][C:4]1[CH:9]=[CH:8][C:7]([C:10]2[CH:15]=[CH:14][C:13]([CH:16]([CH3:25])[CH2:17][NH:18][S:19]([CH:22]([CH3:24])[CH3:23])(=[O:21])=[O:20])=[CH:12][CH:11]=2)=[CH:6][CH:5]=1.[C:26](Cl)(=[O:33])[C:27]1[CH:32]=[CH:31][CH:30]=[CH:29][CH:28]=1. (3) Given the product [CH3:1][C:2]1[N:3]=[C:4]([C:7]2[C:8]3[N:16]=[N:15][N:14]([CH2:17][C:18]4[CH:23]=[CH:22][CH:21]=[C:20]([C:24]5([OH:29])[CH2:25][CH2:26][CH2:27][CH2:28]5)[N:19]=4)[C:9]=3[N:10]=[C:11]([NH2:13])[N:12]=2)[S:5][CH:6]=1, predict the reactants needed to synthesize it. The reactants are: [CH3:1][C:2]1[N:3]=[C:4]([C:7]2[C:8]3[N:16]=[N:15][N:14]([CH2:17][C:18]4[CH:23]=[CH:22][CH:21]=[C:20]([C:24]5([O:29][Si](C)(C)C)[CH2:28][CH2:27][CH2:26][CH2:25]5)[N:19]=4)[C:9]=3[N:10]=[C:11]([NH2:13])[N:12]=2)[S:5][CH:6]=1.[F-].C([N+](CCCC)(CCCC)CCCC)CCC. (4) Given the product [CH2:24]([O:23][C:21]([C:3]1[C:4]([CH3:20])=[N:5][C:6]2[C:11]([C:2]=1[NH2:1])=[C:10]([O:12][CH2:13][C:14]([CH3:18])([CH3:19])[C:15](=[O:17])[NH:33][CH2:32][C:29]1[CH:30]=[CH:31][N:26]=[CH:27][CH:28]=1)[CH:9]=[CH:8][CH:7]=2)=[O:22])[CH3:25], predict the reactants needed to synthesize it. The reactants are: [NH2:1][C:2]1[C:11]2[C:6](=[CH:7][CH:8]=[CH:9][C:10]=2[O:12][CH2:13][C:14]([CH3:19])([CH3:18])[C:15]([OH:17])=O)[N:5]=[C:4]([CH3:20])[C:3]=1[C:21]([O:23][CH2:24][CH3:25])=[O:22].[N:26]1[CH:31]=[CH:30][C:29]([CH2:32][NH2:33])=[CH:28][CH:27]=1. (5) Given the product [O:7]([C:8]1[CH:13]=[CH:12][C:11]([N:14]2[C:22]3[C:17](=[CH:18][CH:19]=[CH:20][CH:21]=3)[CH2:16][CH2:15]2)=[CH:10][C:9]=1[Cl:23])[C@H:6]1[O:24][C@H:25]([CH2:36][OH:37])[C@@H:26]([OH:32])[C@H:27]([OH:28])[C@@H:5]1[OH:4], predict the reactants needed to synthesize it. The reactants are: C([O:4][C@H:5]1[C@@H:27]([O:28]C(=O)C)[C@H:26]([O:32]C(=O)C)[C@@H:25]([CH2:36][O:37]C(=O)C)[O:24][C@@H:6]1[O:7][C:8]1[CH:13]=[CH:12][C:11]([N:14]2[C:22]3[C:17](=[CH:18][CH:19]=[CH:20][CH:21]=3)[CH2:16][CH2:15]2)=[CH:10][C:9]=1[Cl:23])(=O)C.C[O-].[Na+]. (6) The reactants are: Br.C(O)(=O)CC.C1(O)C=CC=CC=1.[Br:14][C:15]1[CH:16]=[C:17]2[C:21](=[CH:22][CH:23]=1)[CH2:20][N:19](S(C1C=CC(C)=CC=1)(=O)=O)[CH2:18]2. Given the product [Br:14][C:15]1[CH:16]=[C:17]2[C:21](=[CH:22][CH:23]=1)[CH2:20][NH:19][CH2:18]2, predict the reactants needed to synthesize it. (7) Given the product [CH2:41]([C:32]1[CH:33]=[C:34]([CH2:36][CH2:37][C:38]([O:40][CH2:2][CH3:3])=[O:39])[NH:35][CH:31]=1)[CH2:42][CH3:43], predict the reactants needed to synthesize it. The reactants are: O.[C:2]1(C)C=CC(S(O)(=O)=O)=C[CH:3]=1.[I-].C[N+](C)(C)CCCC1NC=C(CCC)C=1.C([C:31]1[NH:35][C:34]([CH2:36][CH2:37][C:38]([OH:40])=[O:39])=[CH:33][C:32]=1[CH2:41][CH2:42][CH3:43])=O. (8) The reactants are: [C:1]([Si:5]([C:37]1[CH:42]=[CH:41][CH:40]=[CH:39][CH:38]=1)([C:31]1[CH:36]=[CH:35][CH:34]=[CH:33][CH:32]=1)[O:6][C:7]1[CH:8]=[C:9]([C:13]2(O)[CH:25]([CH2:26][N:27]([CH3:29])[CH3:28])[CH2:24][CH2:23][C:15]3(OCC(C)(C)C[O:16]3)[CH2:14]2)[CH:10]=[CH:11][CH:12]=1)([CH3:4])([CH3:3])[CH3:2].Cl.O.[OH-].[Na+]. Given the product [C:1]([Si:5]([C:31]1[CH:32]=[CH:33][CH:34]=[CH:35][CH:36]=1)([C:37]1[CH:42]=[CH:41][CH:40]=[CH:39][CH:38]=1)[O:6][C:7]1[CH:8]=[C:9]([C:13]2[CH:25]([CH2:26][N:27]([CH3:29])[CH3:28])[CH2:24][CH2:23][C:15](=[O:16])[CH:14]=2)[CH:10]=[CH:11][CH:12]=1)([CH3:4])([CH3:2])[CH3:3], predict the reactants needed to synthesize it.